Dataset: Forward reaction prediction with 1.9M reactions from USPTO patents (1976-2016). Task: Predict the product of the given reaction. Given the reactants [Cl-].O[NH3+:3].[C:4](=[O:7])([O-])[OH:5].[Na+].CS(C)=O.[CH3:13][C:14]1[N:49]=[C:17]2[N:18]([CH2:41][C:42]3[CH:47]=[CH:46][C:45]([F:48])=[CH:44][CH:43]=3)[C:19](=[O:40])[C:20]([CH2:25][C:26]3[CH:31]=[CH:30][C:29]([C:32]4[C:33]([C:38]#[N:39])=[CH:34][CH:35]=[CH:36][CH:37]=4)=[CH:28][CH:27]=3)=[C:21]([CH2:22][CH2:23][CH3:24])[N:16]2[N:15]=1, predict the reaction product. The product is: [F:48][C:45]1[CH:46]=[CH:47][C:42]([CH2:41][N:18]2[C:19](=[O:40])[C:20]([CH2:25][C:26]3[CH:27]=[CH:28][C:29]([C:32]4[CH:37]=[CH:36][CH:35]=[CH:34][C:33]=4[C:38]4[NH:3][C:4](=[O:7])[O:5][N:39]=4)=[CH:30][CH:31]=3)=[C:21]([CH2:22][CH2:23][CH3:24])[N:16]3[N:15]=[C:14]([CH3:13])[N:49]=[C:17]23)=[CH:43][CH:44]=1.